Predict which catalyst facilitates the given reaction. From a dataset of Catalyst prediction with 721,799 reactions and 888 catalyst types from USPTO. (1) Reactant: C(Cl)(=O)C(Cl)=O.[F:7][C:8]1[CH:22]=[CH:21][CH:20]=[C:19]([F:23])[C:9]=1[CH2:10][N:11]1[CH:15]=[C:14]([C:16](O)=[O:17])[N:13]=[N:12]1.[Cl-].[NH4+:25].C(=O)(O)[O-].[Na+]. Product: [F:7][C:8]1[CH:22]=[CH:21][CH:20]=[C:19]([F:23])[C:9]=1[CH2:10][N:11]1[CH:15]=[C:14]([C:16]([NH2:25])=[O:17])[N:13]=[N:12]1. The catalyst class is: 1. (2) Reactant: [F:1][C:2]1[CH:3]=[C:4]([C:8]2O[C:10](/[CH:13]=[CH:14]/[C:15]3[CH:20]=[CH:19][C:18]([N:21]4[CH:25]=[C:24]([CH3:26])[N:23]=[CH:22]4)=[C:17]([O:27][CH3:28])[CH:16]=3)=[N:11][N:12]=2)[CH:5]=[CH:6][CH:7]=1.C([O-])(=O)C.[NH4+:33]. Product: [F:1][C:2]1[CH:3]=[C:4]([C:8]2[NH:33][C:10](/[CH:13]=[CH:14]/[C:15]3[CH:20]=[CH:19][C:18]([N:21]4[CH:25]=[C:24]([CH3:26])[N:23]=[CH:22]4)=[C:17]([O:27][CH3:28])[CH:16]=3)=[N:11][N:12]=2)[CH:5]=[CH:6][CH:7]=1. The catalyst class is: 15. (3) Reactant: [CH:1]1[C:10]2[C:5](=[CH:6][C:7]([CH2:11]O)=[CH:8][CH:9]=2)[CH:4]=[CH:3][N:2]=1.[BrH:13].C(OCC)C. Product: [BrH:13].[Br:13][CH2:11][C:7]1[CH:6]=[C:5]2[C:10](=[CH:9][CH:8]=1)[CH:1]=[N:2][CH:3]=[CH:4]2. The catalyst class is: 15. (4) Reactant: [C:1]([O:4][CH2:5][CH2:6][C:7]1[C:12]([O:13][CH3:14])=[CH:11][CH:10]=[CH:9][C:8]=1[OH:15])(=O)[CH3:2].C/[C:17](=[CH:21]\[CH3:22])/[C:18]([OH:20])=O.O=P12OP3(OP(OP(O3)(O1)=O)(=O)O2)=O.[C:37]1(C)C=CC=CC=1.[OH2:44]. Product: [C:1]([O:4][CH2:5][CH2:6][C:7]1[C:12]([O:13][CH3:14])=[CH:11][CH:10]=[C:9]2[C:8]=1[O:15][C:21]([CH3:22])([CH3:37])[CH2:17][C:18]2=[O:20])(=[O:44])[CH3:2]. The catalyst class is: 501. (5) Reactant: [H-].[Na+].[F:3][C:4]([F:21])([F:20])[C@H:5]1[CH2:10][CH2:9][C@H:8]([C:11]([N:13]2[CH2:17][CH2:16][CH2:15][C@@H:14]2[CH2:18][OH:19])=[O:12])[CH2:7][CH2:6]1.Br[C:23]1[CH:24]=[N:25][CH:26]=[C:27]([C:29]([F:32])([F:31])[F:30])[CH:28]=1.O. Product: [F:30][C:29]([F:32])([F:31])[C:27]1[CH:26]=[N:25][CH:24]=[C:23]([O:19][CH2:18][C@H:14]2[CH2:15][CH2:16][CH2:17][N:13]2[C:11]([C@H:8]2[CH2:7][CH2:6][C@H:5]([C:4]([F:3])([F:20])[F:21])[CH2:10][CH2:9]2)=[O:12])[CH:28]=1. The catalyst class is: 16. (6) Reactant: [OH-].[Na+].[NH2:3][C:4]1([C:20]([OH:22])=[O:21])[CH2:11][CH:10]2[N:12]([CH2:13][C:14]3[CH:19]=[CH:18][CH:17]=[CH:16][CH:15]=3)[CH:6]([CH2:7][O:8][CH2:9]2)[CH2:5]1.[CH3:23][C:24]([O:27][C:28](O[C:28]([O:27][C:24]([CH3:26])([CH3:25])[CH3:23])=[O:29])=[O:29])([CH3:26])[CH3:25]. Product: [CH2:13]([N:12]1[CH:10]2[CH2:11][C:4]([NH:3][C:28]([O:27][C:24]([CH3:26])([CH3:25])[CH3:23])=[O:29])([C:20]([OH:22])=[O:21])[CH2:5][CH:6]1[CH2:7][O:8][CH2:9]2)[C:14]1[CH:15]=[CH:16][CH:17]=[CH:18][CH:19]=1. The catalyst class is: 20. (7) Reactant: Cl[CH:2]([Cl:4])[CH3:3].[C:5]1([CH:11]=[CH:12][C:13]2[CH:18]=[CH:17][CH:16]=[CH:15][CH:14]=2)[CH:10]=[CH:9][CH:8]=[CH:7]C=1.[CH2:19]([Li])CCC.CCCCCC. Product: [Cl:4][C:2]1([CH3:19])[CH2:3][C:12]1([C:11]1[CH:7]=[CH:8][CH:9]=[CH:10][CH:5]=1)[C:13]1[CH:14]=[CH:15][CH:16]=[CH:17][CH:18]=1. The catalyst class is: 581.